This data is from Reaction yield outcomes from USPTO patents with 853,638 reactions. The task is: Predict the reaction yield, written as a fraction of the theoretical maximum amount of product (1.0 means a 100% yield; for example, 0.34 means a 34% yield). The reactants are [CH:1]12[O:8][CH:5]([CH2:6][CH2:7]1)[CH2:4][N:3]([C:9]1[CH:14]=[CH:13][N:12]=[C:11]3[N:15]([CH3:20])[CH:16]=[C:17]([CH:18]=O)[C:10]=13)[CH2:2]2.[OH:21][C:22]1[C:27]2[C:28](=[O:31])[CH2:29][O:30][C:26]=2[CH:25]=[C:24]([OH:32])[CH:23]=1.Cl. The catalyst is C(O)C. The product is [OH:21][C:22]1[C:27]2[C:28](=[O:31])/[C:29](=[CH:18]/[C:17]3[C:10]4[C:11](=[N:12][CH:13]=[CH:14][C:9]=4[N:3]4[CH2:4][CH:5]5[O:8][CH:1]([CH2:7][CH2:6]5)[CH2:2]4)[N:15]([CH3:20])[CH:16]=3)/[O:30][C:26]=2[CH:25]=[C:24]([OH:32])[CH:23]=1. The yield is 0.740.